Dataset: Forward reaction prediction with 1.9M reactions from USPTO patents (1976-2016). Task: Predict the product of the given reaction. (1) Given the reactants Cl[Si](C)(C)C.[CH:6]1([NH:13][CH2:14][CH2:15][N:16]([CH2:27][CH2:28][C:29]2[C:37]3[S:36][C:35](=[O:38])[NH:34][C:33]=3[C:32]([OH:39])=[CH:31][CH:30]=2)[C:17](=[O:26])[O:18][CH2:19][C:20]2[CH:25]=[CH:24][CH:23]=[CH:22][CH:21]=2)[CH2:12][CH2:11][CH2:10][CH2:9][CH2:8][CH2:7]1.C(N(CC)CC)C.Cl[C:48](=[O:70])[CH2:49][CH2:50][N:51]([CH2:62][CH2:63][C:64]1[CH:69]=[CH:68][CH:67]=[CH:66][CH:65]=1)[C:52](=[O:61])[O:53][CH2:54][C:55]1[CH:60]=[CH:59][CH:58]=[CH:57][CH:56]=1, predict the reaction product. The product is: [CH2:19]([O:18][C:17]([N:16]([CH2:27][CH2:28][C:29]1[C:37]2[S:36][C:35](=[O:38])[NH:34][C:33]=2[C:32]([OH:39])=[CH:31][CH:30]=1)[CH2:15][CH2:14][N:13]([CH:6]1[CH2:7][CH2:8][CH2:9][CH2:10][CH2:11][CH2:12]1)[C:48](=[O:70])[CH2:49][CH2:50][N:51]([CH2:62][CH2:63][C:64]1[CH:65]=[CH:66][CH:67]=[CH:68][CH:69]=1)[C:52](=[O:61])[O:53][CH2:54][C:55]1[CH:60]=[CH:59][CH:58]=[CH:57][CH:56]=1)=[O:26])[C:20]1[CH:25]=[CH:24][CH:23]=[CH:22][CH:21]=1. (2) Given the reactants [CH3:1][C:2]1[O:7][C:5](=[O:6])[CH2:4][CH:3]=1.[CH2:8]([OH:15])[C:9]1[CH:14]=[CH:13][CH:12]=[CH:11][CH:10]=1, predict the reaction product. The product is: [C:5]([O:15][CH2:8][C:9]1[CH:14]=[CH:13][CH:12]=[CH:11][CH:10]=1)(=[O:6])[CH2:4][CH2:3][C:2]([CH3:1])=[O:7].